From a dataset of Forward reaction prediction with 1.9M reactions from USPTO patents (1976-2016). Predict the product of the given reaction. (1) The product is: [CH:1]1([NH:4][C:5]2[C:6]3[O:31][CH:30]=[CH:29][C:7]=3[N:8]=[C:9]([NH:11][C:12]3[CH:20]=[C:19]4[C:15]([CH:16]=[N:17][NH:18]4)=[C:14]([CH3:34])[CH:13]=3)[N:10]=2)[CH2:3][CH2:2]1. Given the reactants [CH:1]1([NH:4][C:5]2[C:6]3[O:31][CH:30]=[CH:29][C:7]=3[N:8]=[C:9]([NH:11][C:12]3[CH:20]=[C:19]4[C:15]([C:16](C)=[N:17][N:18]4C4CCCCO4)=[C:14](F)[CH:13]=3)[N:10]=2)[CH2:3][CH2:2]1.Cl.O1CCOC[CH2:34]1, predict the reaction product. (2) Given the reactants [NH2:1][C:2]1[N:9]=[CH:8][CH:7]=[C:6]([C:10]2[CH:15]=[CH:14][C:13]([Cl:16])=[CH:12][C:11]=2[F:17])[C:3]=1[CH:4]=[O:5].[BH4-].[Na+], predict the reaction product. The product is: [NH2:1][C:2]1[C:3]([CH2:4][OH:5])=[C:6]([C:10]2[CH:15]=[CH:14][C:13]([Cl:16])=[CH:12][C:11]=2[F:17])[CH:7]=[CH:8][N:9]=1. (3) Given the reactants [Cl:1][C:2]1[S:6][C:5]([CH2:7][N:8]2[C:16]3[C:11](=[CH:12][CH:13]=[CH:14][CH:15]=3)[C:10]([CH:17]3[CH2:22][CH2:21][NH:20][CH2:19][CH2:18]3)=[CH:9]2)=[CH:4][CH:3]=1.C[O:24][C:25](=[O:34])[C:26]1[CH:31]=[CH:30][CH:29]=[C:28]([CH2:32]Br)[CH:27]=1, predict the reaction product. The product is: [Cl:1][C:2]1[S:6][C:5]([CH2:7][N:8]2[C:16]3[C:11](=[CH:12][CH:13]=[CH:14][CH:15]=3)[C:10]([CH:17]3[CH2:22][CH2:21][N:20]([CH2:32][C:28]4[CH:27]=[C:26]([CH:31]=[CH:30][CH:29]=4)[C:25]([OH:34])=[O:24])[CH2:19][CH2:18]3)=[CH:9]2)=[CH:4][CH:3]=1. (4) Given the reactants [C:1]([C:4](=[C:9](OC)[CH3:10])[C:5]([O:7][CH3:8])=[O:6])(=O)[CH3:2].Cl.[C:14]([NH2:22])(=[NH:21])[C:15]1[CH:20]=[CH:19][CH:18]=[CH:17][CH:16]=1.[CH3:23][C:24]([CH3:27])([O-:26])[CH3:25].[K+:28].Cl, predict the reaction product. The product is: [CH3:23][C:24]([CH3:27])([O-:26])[CH3:25].[K+:28].[CH3:2][C:1]1[C:4]([C:5]([O:7][CH3:8])=[O:6])=[C:9]([CH3:10])[N:22]=[C:14]([C:15]2[CH:20]=[CH:19][CH:18]=[CH:17][CH:16]=2)[N:21]=1. (5) Given the reactants Br[C:2]1[CH:7]=[CH:6][CH:5]=[CH:4][C:3]=1[Br:8].[CH2:9]([O:11][C:12]([C:14]1[CH:15]=[C:16](B(O)O)[CH:17]=[CH:18][CH:19]=1)=[O:13])[CH3:10].C(=O)([O-])[O-].[K+].[K+], predict the reaction product. The product is: [CH2:9]([O:11][C:12]([C:14]1[CH:19]=[C:18]([C:2]2[CH:7]=[CH:6][CH:5]=[CH:4][C:3]=2[Br:8])[CH:17]=[CH:16][CH:15]=1)=[O:13])[CH3:10]. (6) Given the reactants [CH2:1]([O:8][CH2:9][C@H:10]([NH:13][C:14]([C:27]1[CH:32]=[CH:31][CH:30]=[CH:29][CH:28]=1)([C:21]1[CH:26]=[CH:25][CH:24]=[CH:23][CH:22]=1)[C:15]1[CH:20]=[CH:19][CH:18]=[CH:17][CH:16]=1)[CH2:11][OH:12])[C:2]1[CH:7]=[CH:6][CH:5]=[CH:4][CH:3]=1.C(N(CC)CC)C.[Si:40](Cl)([C:43]([CH3:46])([CH3:45])[CH3:44])([CH3:42])[CH3:41], predict the reaction product. The product is: [CH2:1]([O:8][CH2:9][C@H:10]([NH:13][C:14]([C:27]1[CH:32]=[CH:31][CH:30]=[CH:29][CH:28]=1)([C:21]1[CH:22]=[CH:23][CH:24]=[CH:25][CH:26]=1)[C:15]1[CH:16]=[CH:17][CH:18]=[CH:19][CH:20]=1)[CH2:11][O:12][Si:40]([C:43]([CH3:46])([CH3:45])[CH3:44])([CH3:42])[CH3:41])[C:2]1[CH:3]=[CH:4][CH:5]=[CH:6][CH:7]=1.